This data is from Experimentally validated miRNA-target interactions with 360,000+ pairs, plus equal number of negative samples. The task is: Binary Classification. Given a miRNA mature sequence and a target amino acid sequence, predict their likelihood of interaction. (1) The miRNA is hsa-miR-6847-3p with sequence GGCUCAUGUGUCUGUCCUCUUC. The protein sequence of the target gene is MAAGVPCALVTSCSSVFSGDQLVQHILGTEDLIVEVTSNDAVRFYPWTIDNKYYSADINLCVVPNKFLVTAEIAESVQAFVVYFDSTQKSGLDSVSSWLPLAKAWLPEVMILVCDRVSEDGINRQKAQEWCIKHGFELVELSPEELPEEDDDFPESTGVKRIVQALNANVWSNVVMKNDRNQGFSLLNSLTGTNHSIGSADPCHPEQPHLPAADSTESLSDHRGGASNTTDAQVDSIVDPMLDLDIQELASLTTGGGDVENFERLFSKLKEMKDKAATLPHEQRKVHAEKVAKAFWMAIG.... Result: 0 (no interaction). (2) The miRNA is hsa-miR-153-3p with sequence UUGCAUAGUCACAAAAGUGAUC. The protein sequence of the target gene is MTAELQQDDAAGAADGHGSSCQMLLNQLREITGIQDPSFLHEALKASNGDITQAVSLLTDERVKEPSQDTVATEPSEVEGSAANKEVLAKVIDLTHDNKDDLQAAIALSLLESPKIQADGRDLNRMHEATSAETKRSKRKRCEVWGENPNPNDWRRVDGWPVGLKNVGNTCWFSAVIQSLFQLPEFRRLVLSYSLPQNVLENCRSHTEKRNIMFMQELQYLFALMMGSNRKFVDPSAALDLLKGAFRSSEEQQQDVSEFTHKLLDWLEDAFQLAVNVNSPRNKSENPMVQLFYGTFLTEG.... Result: 1 (interaction). (3) The miRNA is hsa-miR-3680-5p with sequence GACUCACUCACAGGAUUGUGCA. The protein sequence of the target gene is MACPLDQAIGLLVAIFHKYSGKEGDKHTLSKKELKELIQKELTIGSKLQDAEIARLMDDLDRNKDQEVNFQEYVAFLGALALIYNEALK. Result: 0 (no interaction). (4) The protein sequence of the target gene is MALLTNLLPLCCLALLALPAQSCGPGRGPVGRRRYARKQLVPLLYKQFVPGVPERTLGASGPAEGRVARGSERFRDLVPNYNPDIIFKDEENSGADRLMTERCKERVNALAIAVMNMWPGVRLRVTEGWDEDGHHAQDSLHYEGRALDITTSDRDRNKYGLLARLAVEAGFDWVYYESRNHVHVSVKADNSLAVRAGGCFPGNATVRLWSGERKGLRELHRGDWVLAADASGRVVPTPVLLFLDRDLQRRASFVAVETEWPPRKLLLTPWHLVFAARGPAPAPGDFAPVFARRLRAGDSV.... The miRNA is mmu-miR-7007-3p with sequence CCCAUCCACGUUUCUUCU. Result: 0 (no interaction). (5) The miRNA is hsa-miR-335-5p with sequence UCAAGAGCAAUAACGAAAAAUGU. The protein sequence of the target gene is MTRKRTYWVPNSSGGLVNRGIDIGDDMVSGLIYKTYTLQDGPWSQQERNPEAPGRAAVPPWGKYDAALRTMIPFRPKPRFPAPQPLDNAGLFSYLTVSWLTPLMIQSLRSRLDENTIPPLSVHDASDKNVQRLHRLWEEEVSRRGIEKASVLLVMLRFQRTRLIFDALLGICFCIASVLGPILIIPKILEYSEEQLGNVVHGVGLCFALFLSECVKSLSFSSSWIINQRTAIRFRAAVSSFAFEKLIQFKSVIHITSGEAISFFTGDVNYLFEGVCYGPLVLITCASLVICSISSYFIIG.... Result: 1 (interaction). (6) The miRNA is hsa-miR-6513-3p with sequence UCAAGUGUCAUCUGUCCCUAG. The protein sequence of the target gene is MSTEGGGRRCQAQVSRRISFSASHRLYSKFLSDEENLKLFGKCNNPNGHGHNYKVVVTVHGEIDPATGMVMNLADLKKYMEEAIMQPLDHKNLDMDVPYFADVVSTTENVAVYIWDNLQKVLPVGVLYKVKVYETDNNIVVYKGE. Result: 0 (no interaction).